Dataset: Reaction yield outcomes from USPTO patents with 853,638 reactions. Task: Predict the reaction yield, written as a fraction of the theoretical maximum amount of product (1.0 means a 100% yield; for example, 0.34 means a 34% yield). (1) The reactants are [CH3:1][C:2]1[O:6][C:5]([C:7]([O:9][CH3:10])=[O:8])=[CH:4][CH:3]=1.[Cl-].[Al+3].[Cl-].[Cl-].[Br:15]Br.O. The catalyst is C(Cl)(Cl)Cl. The product is [Br:15][C:3]1[CH:4]=[C:5]([C:7]([O:9][CH3:10])=[O:8])[O:6][C:2]=1[CH3:1]. The yield is 0.600. (2) The reactants are Cl.[Cl:2][C:3]1[CH:4]=[C:5]2[C:9](=[CH:10][CH:11]=1)[NH:8][CH:7]=[C:6]2[CH2:12][CH2:13][NH2:14].[O:15]=[C:16]1[CH:20]([C:21](O)=[O:22])[CH2:19][CH2:18][N:17]1[C:24]1[CH:29]=[CH:28][C:27]([O:30][C:31]([F:34])([F:33])[F:32])=[CH:26][CH:25]=1.C1CN([P+](ON2N=NC3C=CC=CC2=3)(N2CCCC2)N2CCCC2)CC1.F[P-](F)(F)(F)(F)F.C(N(CC)C(C)C)(C)C. The catalyst is CN(C=O)C. The product is [Cl:2][C:3]1[CH:4]=[C:5]2[C:9](=[CH:10][CH:11]=1)[NH:8][CH:7]=[C:6]2[CH2:12][CH2:13][NH:14][C:21]([CH:20]1[CH2:19][CH2:18][N:17]([C:24]2[CH:25]=[CH:26][C:27]([O:30][C:31]([F:34])([F:32])[F:33])=[CH:28][CH:29]=2)[C:16]1=[O:15])=[O:22]. The yield is 0.370. (3) The reactants are Cl.[C:2]([O:6][C:7](=[O:11])[CH2:8][CH2:9][NH2:10])([CH3:5])([CH3:4])[CH3:3].C(N(CC)CC)C.[C:19]([O:23][C:24]([CH3:27])([CH3:26])[CH3:25])(=[O:22])[CH:20]=[CH2:21]. The catalyst is CN(C=O)C. The product is [C:2]([O:6][C:7](=[O:11])[CH2:8][CH2:9][NH:10][CH2:21][CH2:20][C:19]([O:23][C:24]([CH3:27])([CH3:26])[CH3:25])=[O:22])([CH3:5])([CH3:4])[CH3:3]. The yield is 0.430. (4) The reactants are [Cl:1][C:2]1[CH:3]=[C:4]([C:10]2[N:14](COCC[Si](C)(C)C)[N:13]=[CH:12][C:11]=2[NH:23]C(=O)OC(C)(C)C)[C:5]([O:8][CH3:9])=[N:6][CH:7]=1.[Sn](Cl)(Cl)(Cl)Cl. The catalyst is C(OCC)(=O)C. The product is [Cl:1][C:2]1[CH:3]=[C:4]([C:10]2[NH:14][N:13]=[CH:12][C:11]=2[NH2:23])[C:5]([O:8][CH3:9])=[N:6][CH:7]=1. The yield is 0.310.